Dataset: Experimentally validated miRNA-target interactions with 360,000+ pairs, plus equal number of negative samples. Task: Binary Classification. Given a miRNA mature sequence and a target amino acid sequence, predict their likelihood of interaction. The miRNA is hsa-miR-31-5p with sequence AGGCAAGAUGCUGGCAUAGCU. The protein sequence of the target gene is MATDSWALAVDEQEAAVKSMTNLQIKEEKVKADTNGIIKTSTTAEKTDEEEKEDRAAQSLLNKLIRSNLVDNTNQVEVLQRDPNSPLYSVKSFEELRLKPQLLQGVYAMGFNRPSKIQENALPMMLAEPPQNLIAQSQSGTGKTAAFVLAMLSRVEPSDRYPQCLCLSPTYELALQTGKVIEQMGKFYPELKLAYAVRGNKLERGQKISEQIVIGTPGTVLDWCSKLKFIDPKKIKVFVLDEADVMIATQGHQDQSIRIQRMLPRNCQMLLFSATFEDSVWKFAQKVVPDPNVIKLKREE.... Result: 1 (interaction).